Dataset: Forward reaction prediction with 1.9M reactions from USPTO patents (1976-2016). Task: Predict the product of the given reaction. (1) Given the reactants [Cl:1][C:2]1[CH:3]=[C:4]([NH:19][C:20]2[C:21]3[N:28]([CH2:29][CH2:30][O:31]CCO)[CH:27]=[CH:26][C:22]=3[N:23]=[CH:24][N:25]=2)[CH:5]=[CH:6][C:7]=1[O:8][C:9]1[CH:14]=[CH:13][CH:12]=[C:11]([C:15]([F:18])([F:17])[F:16])[CH:10]=1.[OH:35][CH2:36][CH2:37][S-:38].[Na+].Cl[C:41]1C=CC=C(C(OO)=O)[CH:42]=1.C(=O)([O-])[OH:52].[Na+], predict the reaction product. The product is: [Cl:1][C:2]1[CH:3]=[C:4]([NH:19][C:20]2[C:21]3[N:28]([CH2:29][CH2:30][O:31][CH2:41][CH2:42][S:38]([CH2:37][CH2:36][OH:35])=[O:52])[CH:27]=[CH:26][C:22]=3[N:23]=[CH:24][N:25]=2)[CH:5]=[CH:6][C:7]=1[O:8][C:9]1[CH:14]=[CH:13][CH:12]=[C:11]([C:15]([F:16])([F:17])[F:18])[CH:10]=1. (2) The product is: [S:19]1[CH:18]=[CH:8][CH:9]=[C:11]1[C:12]1[N:3]2[N:4]=[C:5]([NH2:7])[N:6]=[C:2]2[N:1]=[CH:14][CH:13]=1. Given the reactants [NH2:1][C:2]1[N:6]=[C:5]([NH2:7])[NH:4][N:3]=1.[C:8]12([CH2:18][S:19](O)(=O)=O)C(C)(C)[CH:12]([CH2:13][CH2:14]1)[CH2:11][C:9]2=O, predict the reaction product. (3) Given the reactants [CH3:1][C:2]1[CH:3]=[N:4][CH:5]=[C:6]([CH:16]=1)[C:7]([NH:9][CH:10]1[CH2:15][CH2:14][NH:13][CH2:12][CH2:11]1)=[O:8].[NH2:17][C:18]1[C:25]([O:26][CH2:27][CH3:28])=[CH:24][C:21]([CH:22]=O)=[CH:20][C:19]=1[O:29][CH2:30][CH3:31], predict the reaction product. The product is: [NH2:17][C:18]1[C:19]([O:29][CH2:30][CH3:31])=[CH:20][C:21]([CH2:22][N:13]2[CH2:12][CH2:11][CH:10]([NH:9][C:7](=[O:8])[C:6]3[CH:16]=[C:2]([CH3:1])[CH:3]=[N:4][CH:5]=3)[CH2:15][CH2:14]2)=[CH:24][C:25]=1[O:26][CH2:27][CH3:28]. (4) Given the reactants [C:1]([O:5][C:6]([N:8]1[CH2:13][CH2:12][NH:11][CH2:10][C@@H:9]1[C@@H:14]([OH:27])[C@H:15]([NH:23][C:24](=[O:26])[CH3:25])[CH2:16][C:17]1[CH:22]=[CH:21][CH:20]=[CH:19][CH:18]=1)=[O:7])([CH3:4])([CH3:3])[CH3:2].[CH3:28][CH:29]([CH3:35])[CH2:30][CH2:31][C:32](O)=[O:33].CCN=C=NCCCN(C)C.C1C=CC2N(O)N=NC=2C=1.C(N(CC)CC)C.CN(C1C=CC=CN=1)C, predict the reaction product. The product is: [C:1]([O:5][C:6]([N:8]1[CH2:13][CH2:12][N:11]([C:32](=[O:33])[CH2:31][CH2:30][CH:29]([CH3:35])[CH3:28])[CH2:10][C@@H:9]1[C@@H:14]([OH:27])[C@H:15]([NH:23][C:24](=[O:26])[CH3:25])[CH2:16][C:17]1[CH:18]=[CH:19][CH:20]=[CH:21][CH:22]=1)=[O:7])([CH3:4])([CH3:2])[CH3:3].